Dataset: Full USPTO retrosynthesis dataset with 1.9M reactions from patents (1976-2016). Task: Predict the reactants needed to synthesize the given product. (1) Given the product [CH3:32][C:28]1[CH:29]=[CH:30][CH:31]=[C:2]([CH3:1])[C:3]=1[CH2:4][NH:5][C:6]1[CH:7]=[C:8]2[C:13](=[CH:14][C:15]=1[Cl:16])[N:12]=[C:11]([N:17]1[CH:21]=[C:20]([C:22]([OH:24])=[O:23])[CH:19]=[N:18]1)[N:10]=[C:9]2[N:33]1[CH2:37][CH2:36][CH2:35][CH2:34]1, predict the reactants needed to synthesize it. The reactants are: [CH3:1][C:2]1[CH:31]=[CH:30][CH:29]=[C:28]([CH3:32])[C:3]=1[CH2:4][NH:5][C:6]1[CH:7]=[C:8]2[C:13](=[CH:14][C:15]=1[Cl:16])[N:12]=[C:11]([N:17]1[CH:21]=[C:20]([C:22]([O:24]CC)=[O:23])[CH:19]=[N:18]1)[NH:10][C:9]2=O.[NH:33]1[CH2:37][CH2:36][CH2:35][CH2:34]1. (2) Given the product [Br:24][C:25]1[CH:26]=[N:27][C:28]([N:7]2[CH2:8][CH2:9][C:4]([S:3][CH3:2])([C:10]([O:12][CH2:13][CH3:14])=[O:11])[CH2:5][CH2:6]2)=[N:29][CH:30]=1, predict the reactants needed to synthesize it. The reactants are: Cl.[CH3:2][S:3][C:4]1([C:10]([O:12][CH2:13][CH3:14])=[O:11])[CH2:9][CH2:8][NH:7][CH2:6][CH2:5]1.CCN(C(C)C)C(C)C.[Br:24][C:25]1[CH:26]=[N:27][C:28](Cl)=[N:29][CH:30]=1.CCCCCC. (3) Given the product [CH:5]1([NH:9][C:10](=[O:29])[NH:11][C:12]2[CH:13]=[CH:14][C:15]([C:18]3[S:22][C:21]([CH2:23][CH2:24][NH:46][S:47]([C:50]([F:53])([F:52])[F:51])(=[O:49])=[O:48])=[N:20][CH:19]=3)=[CH:16][CH:17]=2)[CH2:6][CH2:7][CH2:8][CH2:3][CH2:4]1, predict the reactants needed to synthesize it. The reactants are: FC(F)(F)[C:3]1[CH:4]=[C:5]([NH:9][C:10](=[O:29])[NH:11][C:12]2[CH:17]=[CH:16][C:15]([C:18]3[S:22][C:21]([CH2:23][CH2:24]C(OC)=O)=[N:20][CH:19]=3)=[CH:14][CH:13]=2)[CH:6]=[CH:7][CH:8]=1.NC1C=CC(C2SC(CC[NH:46][S:47]([C:50]([F:53])([F:52])[F:51])(=[O:49])=[O:48])=NC=2)=CC=1.C1(N=C=O)CCCCC1. (4) Given the product [C:32]([C:31]1[CH:34]=[CH:35][C:28]([CH2:27][N:26]([CH2:24][CH3:25])[C:21](=[O:22])[CH2:20][N:9]([C:6]2[CH:7]=[N:8][C:3]([O:2][CH3:1])=[CH:4][CH:5]=2)[S:10]([C:13]2[C:14]([CH3:19])=[CH:15][CH:16]=[CH:17][CH:18]=2)(=[O:11])=[O:12])=[CH:29][CH:30]=1)#[N:33], predict the reactants needed to synthesize it. The reactants are: [CH3:1][O:2][C:3]1[N:8]=[CH:7][C:6]([N:9]([CH2:20][C:21](O)=[O:22])[S:10]([C:13]2[C:14]([CH3:19])=[CH:15][CH:16]=[CH:17][CH:18]=2)(=[O:12])=[O:11])=[CH:5][CH:4]=1.[CH2:24]([NH:26][CH2:27][C:28]1[CH:35]=[CH:34][C:31]([C:32]#[N:33])=[CH:30][CH:29]=1)[CH3:25].